From a dataset of Catalyst prediction with 721,799 reactions and 888 catalyst types from USPTO. Predict which catalyst facilitates the given reaction. (1) The catalyst class is: 11. Product: [C:3]([CH:2]([CH2:13][C:14](=[O:19])[C:15]([CH3:18])([CH3:17])[CH3:16])[C:1]([O:7][CH2:8][CH3:9])=[O:6])(=[O:4])[CH3:5]. Reactant: [C:1]([O:7][CH2:8][CH3:9])(=[O:6])[CH2:2][C:3]([CH3:5])=[O:4].[H-].[Na+].Br[CH2:13][C:14](=[O:19])[C:15]([CH3:18])([CH3:17])[CH3:16]. (2) Product: [NH2:28][CH2:27][C:23]1[CH:22]=[C:21]([CH2:20][NH:19][C:15]2[C:14](=[O:36])[N:13]([C:11]3[CH:12]=[C:7]([CH:8]=[CH:9][C:10]=3[CH3:37])[C:5]([NH:4][CH:1]3[CH2:2][CH2:3]3)=[O:6])[CH:18]=[CH:17][N:16]=2)[CH:26]=[CH:25][CH:24]=1. The catalyst class is: 4. Reactant: [CH:1]1([NH:4][C:5]([C:7]2[CH:8]=[CH:9][C:10]([CH3:37])=[C:11]([N:13]3[CH:18]=[CH:17][N:16]=[C:15]([NH:19][CH2:20][C:21]4[CH:22]=[C:23]([CH2:27][NH:28]C(=O)OC(C)(C)C)[CH:24]=[CH:25][CH:26]=4)[C:14]3=[O:36])[CH:12]=2)=[O:6])[CH2:3][CH2:2]1.FC(F)(F)C(O)=O. (3) Reactant: [Cl:1][C:2]1[C:11]2[C:6](=[CH:7][C:8]([C:12]3[C:17]([C:18]([F:21])([F:20])[F:19])=[CH:16][CH:15]=[CH:14][N:13]=3)=[CH:9][CH:10]=2)[N:5]=[CH:4][N:3]=1.[CH3:22][N:23]1[CH2:32][CH2:31][C:30]2[C:25](=[CH:26][C:27]([NH2:33])=[CH:28][CH:29]=2)[CH2:24]1. Product: [ClH:1].[CH3:22][N:23]1[CH2:32][CH2:31][C:30]2[C:25](=[CH:26][C:27]([NH:33][C:2]3[C:11]4[C:6](=[CH:7][C:8]([C:12]5[C:17]([C:18]([F:21])([F:20])[F:19])=[CH:16][CH:15]=[CH:14][N:13]=5)=[CH:9][CH:10]=4)[N:5]=[CH:4][N:3]=3)=[CH:28][CH:29]=2)[CH2:24]1. The catalyst class is: 41. (4) Product: [Cl:1][C:2]1[CH:3]=[CH:4][C:5]([O:25][CH3:26])=[C:6]([NH:8][C:9](=[O:24])[CH2:10][N:11]2[C:19]3[CH2:18][CH2:17][N:16]([CH3:29])[CH2:15][C:14]=3[C:13]([C:20]([F:23])([F:22])[F:21])=[N:12]2)[CH:7]=1. Reactant: [Cl:1][C:2]1[CH:3]=[CH:4][C:5]([O:25][CH3:26])=[C:6]([NH:8][C:9](=[O:24])[CH2:10][N:11]2[C:19]3[CH2:18][CH2:17][NH:16][CH2:15][C:14]=3[C:13]([C:20]([F:23])([F:22])[F:21])=[N:12]2)[CH:7]=1.C=O.[C:29](=O)([O-])[O-].[Na+].[Na+]. The catalyst class is: 106. (5) Reactant: [C:1]([O:5][C:6](=[O:15])[CH2:7]/[N:8]=[CH:9]/[CH2:10][C:11]([CH3:14])([CH3:13])[CH3:12])([CH3:4])([CH3:3])[CH3:2].[Cl:16][C:17]1[CH:18]=[C:19](/[CH:23]=[C:24](/[C:27]2[CH:28]=[N:29][CH:30]=[CH:31][CH:32]=2)\[C:25]#[N:26])[CH:20]=[CH:21][CH:22]=1.C(N(CC)CC)C. Product: [C:1]([O:5][C:6]([CH:7]1[CH:23]([C:19]2[CH:20]=[CH:21][CH:22]=[C:17]([Cl:16])[CH:18]=2)[C:24]([C:25]#[N:26])([C:27]2[CH:28]=[N:29][CH:30]=[CH:31][CH:32]=2)[CH:9]([CH2:10][C:11]([CH3:14])([CH3:13])[CH3:12])[NH:8]1)=[O:15])([CH3:4])([CH3:3])[CH3:2]. The catalyst class is: 26.